This data is from Forward reaction prediction with 1.9M reactions from USPTO patents (1976-2016). The task is: Predict the product of the given reaction. (1) Given the reactants [NH2:1][C:2]1[C:6]2[C:7](=[O:17])[N:8]([CH:12]([CH:14]3[CH2:16][CH2:15]3)[CH3:13])[CH:9]=[C:10]([Br:11])[C:5]=2[NH:4][N:3]=1, predict the reaction product. The product is: [NH2:1][C:2]1[C:6]2[C:7](=[O:17])[N:8]([C@H:12]([CH:14]3[CH2:15][CH2:16]3)[CH3:13])[CH:9]=[C:10]([Br:11])[C:5]=2[NH:4][N:3]=1. (2) Given the reactants [Li+].[B-](CC)(CC)CC.[CH:9]1([CH2:12][C@H:13]2[C:17](=O)[N:16]([C:19]([O:21][C:22]([CH3:25])([CH3:24])[CH3:23])=[O:20])[C@H:15]([C:26]([O:28][CH3:29])=[O:27])[CH2:14]2)[CH2:11][CH2:10]1.C([SiH](CC)CC)C.B(F)(F)F.CCOCC, predict the reaction product. The product is: [CH:9]1([CH2:12][C@H:13]2[CH2:17][N:16]([C:19]([O:21][C:22]([CH3:24])([CH3:25])[CH3:23])=[O:20])[C@H:15]([C:26]([O:28][CH3:29])=[O:27])[CH2:14]2)[CH2:11][CH2:10]1. (3) The product is: [Cl:1][C:2]1[C:3]([C:29]2[S:33][C:32]([C:34]3([OH:38])[CH2:37][CH2:36][CH2:35]3)=[N:31][CH:30]=2)=[C:4]2[CH:10]=[C:9]([C:11]3[CH:12]=[CH:13][C:14]([CH2:15][N:50]4[CH2:54][CH2:53][CH2:52][CH2:51]4)=[CH:17][CH:18]=3)[N:8]([S:19]([C:22]3[CH:28]=[CH:27][C:25]([CH3:26])=[CH:24][CH:23]=3)(=[O:21])=[O:20])[C:5]2=[N:6][CH:7]=1. Given the reactants [Cl:1][C:2]1[C:3]([C:29]2[S:33][C:32]([C:34]3([OH:38])[CH2:37][CH2:36][CH2:35]3)=[N:31][CH:30]=2)=[C:4]2[CH:10]=[C:9]([C:11]3[CH:18]=[CH:17][C:14]([CH:15]=O)=[CH:13][CH:12]=3)[N:8]([S:19]([C:22]3[CH:28]=[CH:27][C:25]([CH3:26])=[CH:24][CH:23]=3)(=[O:21])=[O:20])[C:5]2=[N:6][CH:7]=1.C(O)(=O)C.S([O-])([O-])(=O)=O.[Na+].[Na+].[NH:50]1[CH2:54][CH2:53][CH2:52][CH2:51]1.C(O[BH-](OC(=O)C)OC(=O)C)(=O)C.[Na+], predict the reaction product. (4) Given the reactants [CH:1]([CH:3]=O)=[O:2].[CH2:5]([NH:7][CH2:8][C:9]([OH:14])([CH2:12][CH3:13])[CH2:10][CH3:11])[CH3:6], predict the reaction product. The product is: [CH2:5]([N:7]1[CH2:8][C:9]([CH2:12][CH3:13])([CH2:10][CH3:11])[O:14][C:1](=[O:2])[CH2:3]1)[CH3:6]. (5) Given the reactants C(OC([NH:8][N:9]1[C:13]([C:14]#[N:15])=[CH:12][CH:11]=[C:10]1[CH:16]1[CH2:19][N:18]([C:20]([O:22][CH2:23][C:24]2[CH:29]=[CH:28][CH:27]=[CH:26][CH:25]=2)=[O:21])[CH2:17]1)=O)(C)(C)C.C([O-])([O-])=O.[Na+].[Na+], predict the reaction product. The product is: [NH2:8][N:9]1[C:13]([C:14]#[N:15])=[CH:12][CH:11]=[C:10]1[CH:16]1[CH2:17][N:18]([C:20]([O:22][CH2:23][C:24]2[CH:29]=[CH:28][CH:27]=[CH:26][CH:25]=2)=[O:21])[CH2:19]1.